From a dataset of Catalyst prediction with 721,799 reactions and 888 catalyst types from USPTO. Predict which catalyst facilitates the given reaction. (1) Reactant: [C:1]([NH:5][S:6]([C:9]1[CH:14]=[CH:13][CH:12]=[C:11]([C:15]2[CH:20]=[CH:19][CH:18]=[C:17]([C:21]#[N:22])[N:16]=2)[CH:10]=1)(=[O:8])=[O:7])([CH3:4])([CH3:3])[CH3:2].Cl.[NH2:24][OH:25].C(=O)([O-])[O-].[Na+].[Na+]. Product: [C:1]([NH:5][S:6]([C:9]1[CH:10]=[C:11]([C:15]2[N:16]=[C:17]([C:21]([NH:24][OH:25])=[NH:22])[CH:18]=[CH:19][CH:20]=2)[CH:12]=[CH:13][CH:14]=1)(=[O:8])=[O:7])([CH3:4])([CH3:2])[CH3:3]. The catalyst class is: 88. (2) Reactant: [CH2:1]([O:3][C:4]([C:6]1[C:11]([NH2:12])=[CH:10][CH:9]=[C:8](Br)[N:7]=1)=[O:5])[CH3:2].[O:14]1[C:18]2([CH2:23][CH2:22][C:21](B3OC(C)(C)C(C)(C)O3)=[CH:20][CH2:19]2)[O:17][CH2:16][CH2:15]1.ClCCl.C(=O)([O-])[O-].[K+].[K+]. Product: [NH2:12][C:11]1[C:6]([C:4]([O:3][CH2:1][CH3:2])=[O:5])=[N:7][C:8]([C:21]2[CH2:22][CH2:23][C:18]3([O:17][CH2:16][CH2:15][O:14]3)[CH2:19][CH:20]=2)=[CH:9][CH:10]=1. The catalyst class is: 117. (3) Reactant: Cl[C:2]1[N:10]=[CH:9][N:8]=[C:7]2[C:3]=1[N:4]=[C:5]([C:18]1[CH:23]=[CH:22][CH:21]=[CH:20][C:19]=1[Cl:24])[N:6]2[C:11]1[CH:16]=[CH:15][C:14]([Cl:17])=[CH:13][CH:12]=1.[NH2:25][CH2:26][CH:27]1[CH2:32][CH2:31][CH:30]([CH2:33][NH2:34])[CH2:29][CH2:28]1. Product: [NH2:25][CH2:26][CH:27]1[CH2:32][CH2:31][CH:30]([CH2:33][NH:34][C:2]2[N:10]=[CH:9][N:8]=[C:7]3[C:3]=2[N:4]=[C:5]([C:18]2[CH:23]=[CH:22][CH:21]=[CH:20][C:19]=2[Cl:24])[N:6]3[C:11]2[CH:12]=[CH:13][C:14]([Cl:17])=[CH:15][CH:16]=2)[CH2:29][CH2:28]1. The catalyst class is: 12. (4) Reactant: Cl.C1(C(C2C=CC=CC=2)=[N:9][N:10]([CH2:27][CH2:28][CH3:29])[C:11]([NH:13][C:14]2[CH:19]=[CH:18][C:17]([N:20]3[CH2:25][CH2:24][O:23][CH2:22][C:21]3=[O:26])=[CH:16][CH:15]=2)=[O:12])C=CC=CC=1. Product: [O:26]=[C:21]1[CH2:22][O:23][CH2:24][CH2:25][N:20]1[C:17]1[CH:16]=[CH:15][C:14]([NH:13][C:11](=[O:12])[N:10]([CH2:27][CH2:28][CH3:29])[NH2:9])=[CH:19][CH:18]=1. The catalyst class is: 40.